From a dataset of Catalyst prediction with 721,799 reactions and 888 catalyst types from USPTO. Predict which catalyst facilitates the given reaction. (1) Reactant: C(N(C(C)C)CC)(C)C.[C:10]([O:14][C:15](=[O:23])[NH:16][CH:17]1[CH2:22][CH2:21][NH:20][CH2:19][CH2:18]1)([CH3:13])([CH3:12])[CH3:11].[CH:24]1([C:27]([N:29]2[C:37]3[C:32](=[CH:33][C:34]([S:38](Cl)(=[O:40])=[O:39])=[CH:35][CH:36]=3)[CH2:31][CH2:30]2)=[O:28])[CH2:26][CH2:25]1. Product: [C:10]([O:14][C:15](=[O:23])[NH:16][CH:17]1[CH2:22][CH2:21][N:20]([S:38]([C:34]2[CH:33]=[C:32]3[C:37](=[CH:36][CH:35]=2)[N:29]([C:27]([CH:24]2[CH2:25][CH2:26]2)=[O:28])[CH2:30][CH2:31]3)(=[O:39])=[O:40])[CH2:19][CH2:18]1)([CH3:13])([CH3:11])[CH3:12]. The catalyst class is: 2. (2) Reactant: C(O[C:4](=[O:19])[CH2:5][N:6]1[CH2:11][CH2:10][N:9]([C:12]([O:14][C:15]([CH3:18])([CH3:17])[CH3:16])=[O:13])[CH2:8][CH2:7]1)C.CC(C)([O-])C.[Na+].[NH2:26][C:27]1[N:34]=[CH:33][C:32]([Br:35])=[CH:31][C:28]=1[CH:29]=O. Product: [Br:35][C:32]1[CH:31]=[C:28]2[C:27](=[N:34][CH:33]=1)[NH:26][C:4](=[O:19])[C:5]([N:6]1[CH2:7][CH2:8][N:9]([C:12]([O:14][C:15]([CH3:16])([CH3:17])[CH3:18])=[O:13])[CH2:10][CH2:11]1)=[CH:29]2. The catalyst class is: 18. (3) Reactant: [CH2:1]([C:3]1[N:7]([C:8]2[N:16]=[C:15]3[C:11]([N:12]=[C:13]([CH:18]=O)[N:14]3[CH3:17])=[C:10]([N:20]3[CH2:25][CH2:24][O:23][CH2:22][CH2:21]3)[N:9]=2)[C:6]2[CH:26]=[CH:27][CH:28]=[CH:29][C:5]=2[N:4]=1)[CH3:2].[N:30]1([C:34]([C@H:36]2[CH2:40][CH2:39][NH:38][CH2:37]2)=[O:35])[CH2:33][CH2:32][CH2:31]1.C(O[BH-](OC(=O)C)OC(=O)C)(=O)C.[Na+]. Product: [N:30]1([C:34]([C@H:36]2[CH2:40][CH2:39][N:38]([CH2:18][C:13]3[N:14]([CH3:17])[C:15]4[C:11]([N:12]=3)=[C:10]([N:20]3[CH2:21][CH2:22][O:23][CH2:24][CH2:25]3)[N:9]=[C:8]([N:7]3[C:6]5[CH:26]=[CH:27][CH:28]=[CH:29][C:5]=5[N:4]=[C:3]3[CH2:1][CH3:2])[N:16]=4)[CH2:37]2)=[O:35])[CH2:31][CH2:32][CH2:33]1. The catalyst class is: 26. (4) Reactant: [NH2:1][C:2]1[CH:7]=[CH:6][C:5]([N:8]([CH2:17][CH3:18])[C:9](=[O:16])[CH2:10][N:11]([CH2:14][CH3:15])[CH2:12][CH3:13])=[CH:4][C:3]=1[N+:19]([O-])=O. Product: [NH2:19][C:3]1[CH:4]=[C:5]([N:8]([CH2:17][CH3:18])[C:9](=[O:16])[CH2:10][N:11]([CH2:12][CH3:13])[CH2:14][CH3:15])[CH:6]=[CH:7][C:2]=1[NH2:1]. The catalyst class is: 29. (5) Reactant: [C:1](Cl)(=[O:3])[CH3:2].[OH:5][C@@H:6]1[C:12]2[CH:13]=[CH:14][CH:15]=[CH:16][C:11]=2[N:10]([C:17]([NH2:19])=[O:18])[C:9]2[CH:20]=[CH:21][CH:22]=[CH:23][C:8]=2[CH2:7]1.N1C=CC=CC=1. Product: [CH3:2][C:1]([O:5][C@@H:6]1[C:12]2[CH:13]=[CH:14][CH:15]=[CH:16][C:11]=2[N:10]([C:17]([NH2:19])=[O:18])[C:9]2[CH:20]=[CH:21][CH:22]=[CH:23][C:8]=2[CH2:7]1)=[O:3]. The catalyst class is: 4.